This data is from Full USPTO retrosynthesis dataset with 1.9M reactions from patents (1976-2016). The task is: Predict the reactants needed to synthesize the given product. (1) Given the product [Br:1][C:2]1[S:6][C:5]2=[CH:7][N:8]=[CH:9][N:4]2[CH:3]=1, predict the reactants needed to synthesize it. The reactants are: [Br:1][C:2]1[S:6][C:5]2=[C:7](C(O)=O)[N:8]=[CH:9][N:4]2[CH:3]=1. (2) Given the product [CH3:1][C:2]1[CH:3]=[CH:4][C:5]([N:8]([CH:16]2[CH2:21][CH2:20][N:19]([CH2:22][CH2:23][C:24]3([CH2:30][CH2:31][CH:32]([C:33]([OH:35])=[O:34])[C:38]([OH:40])=[O:39])[CH2:29][CH2:28][CH2:27][CH2:26][CH2:25]3)[CH2:18][CH2:17]2)[C:9]([C:11]2[O:12][CH:13]=[CH:14][CH:15]=2)=[O:10])=[N:6][CH:7]=1, predict the reactants needed to synthesize it. The reactants are: [CH3:1][C:2]1[CH:3]=[CH:4][C:5]([N:8]([CH:16]2[CH2:21][CH2:20][N:19]([CH2:22][CH2:23][C:24]3([CH2:30][CH2:31][C:32](C(OCC)=O)([C:38]([O:40]CC)=[O:39])[C:33]([O:35]CC)=[O:34])[CH2:29][CH2:28][CH2:27][CH2:26][CH2:25]3)[CH2:18][CH2:17]2)[C:9]([C:11]2[O:12][CH:13]=[CH:14][CH:15]=2)=[O:10])=[N:6][CH:7]=1.[OH-].[Li+]. (3) Given the product [CH3:10][C:11]1([CH3:16])[CH2:15][CH2:14][N:13]([C:2]2[N:7]=[C:6]([NH2:8])[CH:5]=[CH:4][CH:3]=2)[CH2:12]1, predict the reactants needed to synthesize it. The reactants are: F[C:2]1[N:7]=[C:6]([NH2:8])[CH:5]=[CH:4][CH:3]=1.Cl.[CH3:10][C:11]1([CH3:16])[CH2:15][CH2:14][NH:13][CH2:12]1.CCN(CC)CC. (4) Given the product [CH3:1][O:2][C:3]1[CH:4]=[CH:5][C:6]([CH:9]2[CH2:14][CH2:13][N:12]([C:15]3[C:16]([C:29]4[CH:34]=[CH:33][CH:32]=[CH:31][CH:30]=4)=[N:17][C:18]4[C:23]([N:24]=3)=[CH:22][C:21]([C:25]([OH:27])=[O:26])=[CH:20][CH:19]=4)[CH2:11][CH2:10]2)=[CH:7][CH:8]=1, predict the reactants needed to synthesize it. The reactants are: [CH3:1][O:2][C:3]1[CH:8]=[CH:7][C:6]([CH:9]2[CH2:14][CH2:13][N:12]([C:15]3[C:16]([C:29]4[CH:34]=[CH:33][CH:32]=[CH:31][CH:30]=4)=[N:17][C:18]4[C:23]([N:24]=3)=[CH:22][C:21]([C:25]([O:27]C)=[O:26])=[CH:20][CH:19]=4)[CH2:11][CH2:10]2)=[CH:5][CH:4]=1.[OH-].[Na+].Cl. (5) Given the product [NH2:1][C:2]1[C:3]2[N:4]([C:8]([C@H:20]3[CH2:21][CH2:22][C@H:23]([CH2:26][NH:27][C:43](=[O:44])[CH3:42])[CH2:24][CH2:25]3)=[N:9][C:10]=2[C:11]2[NH:12][C:13]3[C:18]([CH:19]=2)=[CH:17][CH:16]=[CH:15][CH:14]=3)[CH:5]=[CH:6][N:7]=1, predict the reactants needed to synthesize it. The reactants are: [NH2:1][C:2]1[C:3]2[N:4]([C:8]([C@H:20]3[CH2:25][CH2:24][C@H:23]([CH2:26][NH2:27])[CH2:22][CH2:21]3)=[N:9][C:10]=2[C:11]2[NH:12][C:13]3[C:18]([CH:19]=2)=[CH:17][CH:16]=[CH:15][CH:14]=3)[CH:5]=[CH:6][N:7]=1.C(N(CC)C(C)C)(C)C.CN(C=O)C.[CH3:42][C:43](O)=[O:44]. (6) Given the product [F:1][C:2]1[CH:7]=[C:6]([F:8])[CH:5]=[CH:4][C:3]=1[C:9]1[CH2:11][CH2:12][C:10]=1[NH:13][C:14](=[O:16])[CH3:15], predict the reactants needed to synthesize it. The reactants are: [F:1][C:2]1[CH:7]=[C:6]([F:8])[CH:5]=[CH:4][C:3]=1[CH:9](O)[C:10]1([NH:13][C:14](=[O:16])[CH3:15])[CH2:12][CH2:11]1.C(=O)(O)[O-].[Na+]. (7) Given the product [NH4+:7].[OH-:16].[NH2:24][CH:25]1[CH2:29][CH2:28][N:27]([C:2]2[N:7]3[CH:8]=[C:9]([CH2:11][N:12]([CH3:23])[C@@H:13]4[C:18]5=[N:19][CH:20]=[CH:21][CH:22]=[C:17]5[O:16][CH2:15][CH2:14]4)[N:10]=[C:6]3[CH:5]=[CH:4][CH:3]=2)[CH2:26]1, predict the reactants needed to synthesize it. The reactants are: F[C:2]1[N:7]2[CH:8]=[C:9]([CH2:11][N:12]([CH3:23])[C@@H:13]3[C:18]4=[N:19][CH:20]=[CH:21][CH:22]=[C:17]4[O:16][CH2:15][CH2:14]3)[N:10]=[C:6]2[CH:5]=[CH:4][CH:3]=1.[NH2:24][CH:25]1[CH2:29][CH2:28][NH:27][CH2:26]1.